Dataset: CYP2C9 inhibition data for predicting drug metabolism from PubChem BioAssay. Task: Regression/Classification. Given a drug SMILES string, predict its absorption, distribution, metabolism, or excretion properties. Task type varies by dataset: regression for continuous measurements (e.g., permeability, clearance, half-life) or binary classification for categorical outcomes (e.g., BBB penetration, CYP inhibition). Dataset: cyp2c9_veith. (1) The compound is O=C(O)c1nn(Cc2ccc(Cl)cc2Cl)c2ccccc12. The result is 0 (non-inhibitor). (2) The molecule is Cc1ccc(S(=O)(=O)NC(=O)CSc2nc3ccccc3s2)cc1. The result is 1 (inhibitor). (3) The compound is Cc1nc2cnc(N3CCN(C)CC3)nc2n(-c2ccccc2)c1=O. The result is 0 (non-inhibitor). (4) The molecule is CCS(=O)(=O)c1ccc2oc(Nc3cc(C)cc(C)c3)nc2c1. The result is 1 (inhibitor). (5) The compound is CC1(C)[C@@H]2CC[C@]1(C)[C@@H](OC(=O)CSC#N)C2. The result is 0 (non-inhibitor). (6) The compound is CC(=O)Nc1ccc(-c2nnc(SCC(=O)c3ccc4c(c3)Cc3ccccc3-4)n2C)cc1. The result is 1 (inhibitor). (7) The result is 1 (inhibitor). The compound is CCC(=O)Nc1ccccc1C(=O)OCC(=O)c1cccc2ccccc12. (8) The molecule is C[C@H](C[C@H](N)C(=O)O)C(=O)O. The result is 0 (non-inhibitor). (9) The compound is COc1ccc(-c2cc([C@H](O)[C@@H]3CCCCN3)c3ccccc3n2)cc1. The result is 0 (non-inhibitor).